Predict the product of the given reaction. From a dataset of Forward reaction prediction with 1.9M reactions from USPTO patents (1976-2016). Given the reactants Br[C:2]1[CH:7]=[CH:6][CH:5]=[C:4]([Br:8])[N:3]=1.[C:9]([O:13][C:14](=[O:22])[NH:15][CH:16]1[CH2:21][CH2:20][CH2:19][NH:18][CH2:17]1)([CH3:12])([CH3:11])[CH3:10], predict the reaction product. The product is: [C:9]([O:13][C:14](=[O:22])[NH:15][CH:16]1[CH2:21][CH2:20][CH2:19][N:18]([C:2]2[CH:7]=[CH:6][CH:5]=[C:4]([Br:8])[N:3]=2)[CH2:17]1)([CH3:12])([CH3:10])[CH3:11].